Predict the reactants needed to synthesize the given product. From a dataset of Full USPTO retrosynthesis dataset with 1.9M reactions from patents (1976-2016). (1) Given the product [CH:2]([C:3]1([C:6]([O:8][CH2:9][CH3:10])=[O:7])[CH2:5][CH2:4]1)=[O:1], predict the reactants needed to synthesize it. The reactants are: [OH:1][CH2:2][C:3]1([C:6]([O:8][CH2:9][CH3:10])=[O:7])[CH2:5][CH2:4]1.ClN1C(=O)N(Cl)C(=O)N(Cl)C1=O.CC1(C)N([O])C(C)(C)CCC1. (2) Given the product [Cl:1][C:2]1[CH:34]=[CH:33][CH:32]=[C:31]([Cl:35])[C:3]=1[C:4]([NH:6][C@H:7]([C:22]([O:24][CH2:25][CH2:26][Si:27]([CH3:28])([CH3:29])[CH3:30])=[O:23])[CH2:8][C:9]1[CH:21]=[CH:20][C:12]([C:13]([OH:15])=[O:14])=[CH:11][CH:10]=1)=[O:5], predict the reactants needed to synthesize it. The reactants are: [Cl:1][C:2]1[CH:34]=[CH:33][CH:32]=[C:31]([Cl:35])[C:3]=1[C:4]([NH:6][C@H:7]([C:22]([O:24][CH2:25][CH2:26][Si:27]([CH3:30])([CH3:29])[CH3:28])=[O:23])[CH2:8][C:9]1[CH:21]=[CH:20][C:12]([C:13]([O:15]C(C)(C)C)=[O:14])=[CH:11][CH:10]=1)=[O:5]. (3) The reactants are: N#N.Br[C:4]1[S:8][C:7]([CH2:9][C:10]#[N:11])=[CH:6][CH:5]=1.CC1(C)C(C)(C)OB([C:20]2[CH:25]=[CH:24][CH:23]=[CH:22][C:21]=2[NH2:26])O1. Given the product [NH2:26][C:21]1[CH:22]=[CH:23][CH:24]=[CH:25][C:20]=1[C:4]1[S:8][C:7]([CH2:9][C:10]#[N:11])=[CH:6][CH:5]=1, predict the reactants needed to synthesize it.